From a dataset of Catalyst prediction with 721,799 reactions and 888 catalyst types from USPTO. Predict which catalyst facilitates the given reaction. (1) Reactant: [Cl-].O[NH3+:3].[C:4](=[O:7])([O-])[OH:5].[Na+].CS(C)=O.[CH2:13]([O:15][C:16]1[N:21]=[CH:20][C:19]([C:22]2[C:27](=[O:28])[N:26]([CH2:29][C:30]3[CH:35]=[CH:34][C:33]([C:36]4[C:37]([C:42]#[N:43])=[CH:38][CH:39]=[CH:40][CH:41]=4)=[CH:32][CH:31]=3)[C:25]([CH2:44][CH2:45][CH3:46])=[N:24][C:23]=2[CH2:47][CH3:48])=[CH:18][CH:17]=1)[CH3:14]. Product: [CH2:13]([O:15][C:16]1[N:21]=[CH:20][C:19]([C:22]2[C:27](=[O:28])[N:26]([CH2:29][C:30]3[CH:35]=[CH:34][C:33]([C:36]4[CH:41]=[CH:40][CH:39]=[CH:38][C:37]=4[C:42]4[NH:3][C:4](=[O:7])[O:5][N:43]=4)=[CH:32][CH:31]=3)[C:25]([CH2:44][CH2:45][CH3:46])=[N:24][C:23]=2[CH2:47][CH3:48])=[CH:18][CH:17]=1)[CH3:14]. The catalyst class is: 13. (2) Reactant: [C:1](C(O)(CCC)C#CC(=O)C)([CH3:4])([CH3:3])[CH3:2].C([CH2:19][CH:20]([OH:30])[C:21]#[C:22][CH:23]([OH:29])[CH2:24][CH:25]([CH3:28])[CH2:26][CH3:27])(C)(C)C. Product: [C:1]([C:23]([OH:29])([CH2:24][CH:25]([CH3:28])[CH2:26][CH3:27])[C:22]#[C:21][C:20](=[O:30])[CH3:19])([CH3:4])([CH3:3])[CH3:2]. The catalyst class is: 327. (3) Reactant: [OH:1][C:2]1[CH:9]=[CH:8][C:5]([CH:6]=O)=[CH:4][CH:3]=1.[NH3:10]. Product: [NH2:10][CH2:6][C:5]1[CH:8]=[CH:9][C:2]([OH:1])=[CH:3][CH:4]=1. The catalyst class is: 94. (4) Reactant: F[C:2]1[CH:7]=[CH:6][CH:5]=[CH:4][C:3]=1[C:8](=[O:10])[CH3:9].[OH:11][C:12]1[CH:21]=[CH:20][C:15]([C:16]([O:18][CH3:19])=[O:17])=[CH:14][C:13]=1[O:22][CH3:23].C(=O)([O-])[O-].[K+].[K+].O. Product: [C:8]([C:3]1[CH:4]=[CH:5][CH:6]=[CH:7][C:2]=1[O:11][C:12]1[CH:21]=[CH:20][C:15]([C:16]([O:18][CH3:19])=[O:17])=[CH:14][C:13]=1[O:22][CH3:23])(=[O:10])[CH3:9]. The catalyst class is: 9. (5) Reactant: [OH:1][N:2]1[C:7]([CH3:9])([CH3:8])[CH2:6][CH2:5][CH2:4][C:3]1([CH3:11])[CH3:10].N(OC(C)(C)C)=O.N[C:20]1[CH:21]=[N:22][CH:23]=[CH:24][CH:25]=1. Product: [N:22]1[CH:23]=[CH:24][CH:25]=[C:20]([O:1][N:2]2[C:7]([CH3:9])([CH3:8])[CH2:6][CH2:5][CH2:4][C:3]2([CH3:11])[CH3:10])[CH:21]=1. The catalyst class is: 17. (6) Reactant: [CH3:1][C:2]1[CH:3]=[C:4]([NH:9]N)[CH:5]=[C:6]([CH3:8])[CH:7]=1.[F:11][C:12]1[CH:13]=[C:14]2[C:18](=[CH:19][CH:20]=1)[C:17](=O)[CH2:16][CH2:15]2. Product: [F:11][C:12]1[CH:13]=[C:14]2[C:18](=[CH:19][CH:20]=1)[C:17]1[NH:9][C:4]3[CH:5]=[C:6]([CH3:8])[CH:7]=[C:2]([CH3:1])[C:3]=3[C:16]=1[CH2:15]2. The catalyst class is: 212.